This data is from Peptide-MHC class I binding affinity with 185,985 pairs from IEDB/IMGT. The task is: Regression. Given a peptide amino acid sequence and an MHC pseudo amino acid sequence, predict their binding affinity value. This is MHC class I binding data. (1) The peptide sequence is DFNEAIQAY. The MHC is HLA-B35:01 with pseudo-sequence HLA-B35:01. The binding affinity (normalized) is 0.546. (2) The MHC is HLA-A68:01 with pseudo-sequence HLA-A68:01. The binding affinity (normalized) is 0.396. The peptide sequence is ELQAGESVK. (3) The peptide sequence is AELLNNQFGT. The MHC is HLA-B44:03 with pseudo-sequence HLA-B44:03. The binding affinity (normalized) is 0.102. (4) The peptide sequence is PEDDGTDWF. The MHC is HLA-B27:03 with pseudo-sequence HLA-B27:03. The binding affinity (normalized) is 0.0847. (5) The peptide sequence is ILVRFNYLA. The MHC is HLA-B07:02 with pseudo-sequence HLA-B07:02. The binding affinity (normalized) is 0.0847. (6) The peptide sequence is VPFVVFLVA. The MHC is HLA-B42:01 with pseudo-sequence HLA-B42:01. The binding affinity (normalized) is 0.670. (7) The peptide sequence is TTIGEWAFW. The binding affinity (normalized) is 0.0847. The MHC is HLA-B46:01 with pseudo-sequence HLA-B46:01. (8) The peptide sequence is RVIDPYWFH. The MHC is HLA-A26:01 with pseudo-sequence HLA-A26:01. The binding affinity (normalized) is 0.0847.